Dataset: Full USPTO retrosynthesis dataset with 1.9M reactions from patents (1976-2016). Task: Predict the reactants needed to synthesize the given product. (1) Given the product [Br:1][C:2]1[C:3]([F:11])=[C:4]([CH:8]=[CH:9][CH:10]=1)[C:5]([N:15]1[CH2:14][CH2:13][N:12]([C:18]([O:20][C:21]([CH3:24])([CH3:23])[CH3:22])=[O:19])[CH2:17][CH2:16]1)=[O:7], predict the reactants needed to synthesize it. The reactants are: [Br:1][C:2]1[C:3]([F:11])=[C:4]([CH:8]=[CH:9][CH:10]=1)[C:5]([OH:7])=O.[N:12]1([C:18]([O:20][C:21]([CH3:24])([CH3:23])[CH3:22])=[O:19])[CH2:17][CH2:16][NH:15][CH2:14][CH2:13]1.O.OC1C2N=NNC=2C=CC=1.Cl.CN(C)CCCN=C=NCC.C(=O)(O)[O-].[Na+]. (2) Given the product [Cl:1][C:2]1[CH:32]=[CH:31][C:5]([CH2:6][N:7]2[C:11]3[CH:12]=[C:13]([N:17]4[CH2:22][CH2:21][N:20]([C:40](=[O:41])[CH2:39][C:33]5[CH:38]=[CH:37][CH:36]=[CH:35][CH:34]=5)[CH2:19][CH2:18]4)[C:14]([F:16])=[CH:15][C:10]=3[N:9]=[C:8]2[CH2:23][O:24][C:25]2[CH:30]=[CH:29][CH:28]=[CH:27][CH:26]=2)=[CH:4][CH:3]=1, predict the reactants needed to synthesize it. The reactants are: [Cl:1][C:2]1[CH:32]=[CH:31][C:5]([CH2:6][N:7]2[C:11]3[CH:12]=[C:13]([N:17]4[CH2:22][CH2:21][NH:20][CH2:19][CH2:18]4)[C:14]([F:16])=[CH:15][C:10]=3[N:9]=[C:8]2[CH2:23][O:24][C:25]2[CH:30]=[CH:29][CH:28]=[CH:27][CH:26]=2)=[CH:4][CH:3]=1.[C:33]1([CH2:39][C:40](Cl)=[O:41])[CH:38]=[CH:37][CH:36]=[CH:35][CH:34]=1.